This data is from Reaction yield outcomes from USPTO patents with 853,638 reactions. The task is: Predict the reaction yield, written as a fraction of the theoretical maximum amount of product (1.0 means a 100% yield; for example, 0.34 means a 34% yield). (1) The reactants are [N:1]([CH:4]([C:6]1[CH:7]=[C:8]2[N:13]([C:14]=1[C:15]#[C:16][CH2:17][O:18][Si:19]([CH:26]([CH3:28])[CH3:27])([CH:23]([CH3:25])[CH3:24])[CH:20]([CH3:22])[CH3:21])[CH:12]=[CH:11][CH:10]=[CH:9]2)[CH3:5])=[N+]=[N-]. The catalyst is O. The product is [CH3:25][CH:23]([Si:19]([CH:20]([CH3:22])[CH3:21])([CH:26]([CH3:28])[CH3:27])[O:18][CH2:17][C:16]#[C:15][C:14]1[N:13]2[C:8]([CH:9]=[CH:10][CH:11]=[CH:12]2)=[CH:7][C:6]=1[CH:4]([NH2:1])[CH3:5])[CH3:24]. The yield is 0.270. (2) The reactants are [N+:1]([C:4]1[CH:9]=[CH:8][C:7]([OH:10])=[CH:6][CH:5]=1)([O-:3])=[O:2].Cl.Cl[CH2:13][C:14]1[N:15]=[CH:16][S:17][CH:18]=1.C(=O)([O-])[O-].[K+].[K+].CN(C)C=O. The catalyst is O. The product is [N+:1]([C:4]1[CH:9]=[CH:8][C:7]([O:10][CH2:13][C:14]2[N:15]=[CH:16][S:17][CH:18]=2)=[CH:6][CH:5]=1)([O-:3])=[O:2]. The yield is 0.610. (3) The reactants are [Cl:1][C:2]1[CH:3]=[C:4]([Mg]Br)[CH:5]=[CH:6][CH:7]=1.[Cl:10][CH2:11][CH2:12][C:13](Cl)=[O:14].Cl. The catalyst is C1COCC1.[Cl-].[Zn+2].[Cl-].C1C=CC([P]([Pd]([P](C2C=CC=CC=2)(C2C=CC=CC=2)C2C=CC=CC=2)([P](C2C=CC=CC=2)(C2C=CC=CC=2)C2C=CC=CC=2)[P](C2C=CC=CC=2)(C2C=CC=CC=2)C2C=CC=CC=2)(C2C=CC=CC=2)C2C=CC=CC=2)=CC=1. The product is [Cl:10][CH2:11][CH2:12][C:13]([C:4]1[CH:5]=[CH:6][CH:7]=[C:2]([Cl:1])[CH:3]=1)=[O:14]. The yield is 0.310. (4) The reactants are [OH:1][C:2]1[CH:3]=[N:4][CH:5]=[CH:6][CH:7]=1.[H-].[Na+].Cl[C:11]1[N:16]=[C:15](Cl)[CH:14]=[C:13]([Cl:18])[N:12]=1.[NH:19]1[CH2:24][CH2:23][O:22][CH2:21][CH2:20]1. The catalyst is C1COCC1.C(Cl)Cl. The product is [Cl:18][C:13]1[N:12]=[C:11]([O:1][C:2]2[CH:3]=[N:4][CH:5]=[CH:6][CH:7]=2)[N:16]=[C:15]([N:19]2[CH2:24][CH2:23][O:22][CH2:21][CH2:20]2)[CH:14]=1. The yield is 0.147. (5) The reactants are [F:1][C:2]1[CH:7]=[CH:6][C:5]([N+:8]([O-:10])=[O:9])=[C:4](I)[CH:3]=1.[C:12]1([Mg]Cl)[CH:17]=CC=C[CH:13]=1.C([Cu])#N.C(Br)C=C. The catalyst is C1COCC1. The product is [F:1][C:2]1[CH:7]=[CH:6][C:5]([N+:8]([O-:10])=[O:9])=[C:4]([CH2:17][CH:12]=[CH2:13])[CH:3]=1. The yield is 0.420. (6) The reactants are [CH3:1][O:2][CH:3]1[CH2:8][CH2:7][CH2:6][CH2:5][CH:4]1[N:9]1[C:18]2[C:13](=[CH:14][C:15]([S:19](OC3C(F)=C(F)C(F)=C(F)C=3F)(=[O:21])=[O:20])=[CH:16][CH:17]=2)[CH:12]=[CH:11][C:10]1=[O:34].[NH2:35][C:36]1[S:40][N:39]=[CH:38][N:37]=1. The catalyst is CCOC(C)=O. The product is [CH3:1][O:2][C@H:3]1[CH2:8][CH2:7][CH2:6][CH2:5][C@@H:4]1[N:9]1[C:18]2[C:13](=[CH:14][C:15]([S:19]([NH:35][C:36]3[S:40][N:39]=[CH:38][N:37]=3)(=[O:21])=[O:20])=[CH:16][CH:17]=2)[CH:12]=[CH:11][C:10]1=[O:34]. The yield is 0.387. (7) The reactants are Cl[Si](C)(C)C.[OH:6][C:7]1[CH:17]=[CH:16][CH:15]=[CH:14][C:8]=1[CH:9]=[CH:10][C:11]([OH:13])=[O:12].[CH3:18]COC(C)=O.CO.O. The catalyst is CO. The product is [OH:6][C:7]1[CH:17]=[CH:16][CH:15]=[CH:14][C:8]=1[CH:9]=[CH:10][C:11]([O:13][CH3:18])=[O:12]. The yield is 1.00.